From a dataset of Forward reaction prediction with 1.9M reactions from USPTO patents (1976-2016). Predict the product of the given reaction. Given the reactants [OH:1][CH:2]1[CH:7]([C:8]2[CH:13]=[CH:12][C:11]([O:14][CH2:15][CH2:16][CH2:17][O:18][CH2:19][C:20]3[CH:25]=[CH:24][CH:23]=[CH:22][C:21]=3[O:26][CH3:27])=[CH:10][CH:9]=2)[CH2:6][CH2:5][N:4]([C:28]([O:30][CH2:31][C:32]2[CH:37]=[CH:36][CH:35]=[CH:34][CH:33]=2)=[O:29])[CH2:3]1.[N+:38]([C:41]1[CH:42]=[C:43]([CH:46]=[CH:47][CH:48]=1)[CH2:44]Cl)([O-:40])=[O:39].[H-].[Na+].C(=O)([O-])O.[Na+], predict the reaction product. The product is: [CH3:27][O:26][C:21]1[CH:22]=[CH:23][CH:24]=[CH:25][C:20]=1[CH2:19][O:18][CH2:17][CH2:16][CH2:15][O:14][C:11]1[CH:12]=[CH:13][C:8]([CH:7]2[CH2:6][CH2:5][N:4]([C:28]([O:30][CH2:31][C:32]3[CH:33]=[CH:34][CH:35]=[CH:36][CH:37]=3)=[O:29])[CH2:3][CH:2]2[O:1][CH2:44][C:43]2[CH:46]=[CH:47][CH:48]=[C:41]([N+:38]([O-:40])=[O:39])[CH:42]=2)=[CH:9][CH:10]=1.